This data is from NCI-60 drug combinations with 297,098 pairs across 59 cell lines. The task is: Regression. Given two drug SMILES strings and cell line genomic features, predict the synergy score measuring deviation from expected non-interaction effect. (1) Drug 2: CC1CCC2CC(C(=CC=CC=CC(CC(C(=O)C(C(C(=CC(C(=O)CC(OC(=O)C3CCCCN3C(=O)C(=O)C1(O2)O)C(C)CC4CCC(C(C4)OC)OCCO)C)C)O)OC)C)C)C)OC. Cell line: SF-539. Synergy scores: CSS=-4.07, Synergy_ZIP=0.427, Synergy_Bliss=1.98, Synergy_Loewe=-2.02, Synergy_HSA=-1.25. Drug 1: C1=CC=C(C=C1)NC(=O)CCCCCCC(=O)NO. (2) Drug 1: CC1=C(N=C(N=C1N)C(CC(=O)N)NCC(C(=O)N)N)C(=O)NC(C(C2=CN=CN2)OC3C(C(C(C(O3)CO)O)O)OC4C(C(C(C(O4)CO)O)OC(=O)N)O)C(=O)NC(C)C(C(C)C(=O)NC(C(C)O)C(=O)NCCC5=NC(=CS5)C6=NC(=CS6)C(=O)NCCC[S+](C)C)O. Drug 2: COC1=C2C(=CC3=C1OC=C3)C=CC(=O)O2. Cell line: SF-295. Synergy scores: CSS=45.4, Synergy_ZIP=4.51, Synergy_Bliss=5.21, Synergy_Loewe=-16.0, Synergy_HSA=5.03.